Regression/Classification. Given a drug SMILES string, predict its absorption, distribution, metabolism, or excretion properties. Task type varies by dataset: regression for continuous measurements (e.g., permeability, clearance, half-life) or binary classification for categorical outcomes (e.g., BBB penetration, CYP inhibition). Dataset: cyp2c19_veith. From a dataset of CYP2C19 inhibition data for predicting drug metabolism from PubChem BioAssay. (1) The drug is CCOC(=O)COc1ccc(/C=C/[N+](=O)[O-])c(OCC(=O)OCC)c1. The result is 1 (inhibitor). (2) The drug is O=c1c(-c2nc3ccccc3s2)cccn1Cc1ccccc1. The result is 1 (inhibitor). (3) The drug is COc1ccc2c(c1)c(CC(=O)OCC(=O)O)c(C)n2C(=O)c1ccc(Cl)cc1. The result is 0 (non-inhibitor).